Dataset: HIV replication inhibition screening data with 41,000+ compounds from the AIDS Antiviral Screen. Task: Binary Classification. Given a drug SMILES string, predict its activity (active/inactive) in a high-throughput screening assay against a specified biological target. (1) The compound is CC(=NNC(=S)NC1CCCCC1)c1ccccn1. The result is 0 (inactive). (2) The drug is COC(=O)CN(CC1OC2OC(C)(C)OC2C1N=[N+]=[N-])C(=O)OCc1ccccc1. The result is 0 (inactive). (3) The drug is COC(=O)C=Cc1ccc2c(c1)CCC2. The result is 0 (inactive). (4) The molecule is CCC1Sc2cc(OC)cc(NC=O)c2NC1=O. The result is 0 (inactive). (5) The drug is COc1ccc(OC)c2[nH]c(CCc3nc4c(OC)ccc(OC)c4[nH]3)nc12. The result is 0 (inactive).